From a dataset of Forward reaction prediction with 1.9M reactions from USPTO patents (1976-2016). Predict the product of the given reaction. Given the reactants [OH:1][CH2:2][C:3]1([CH3:10])[CH2:8][CH2:7][C:6](=[O:9])[CH2:5][CH2:4]1.N1C=CN=C1.[CH3:16][C:17]([Si:20](Cl)([CH3:22])[CH3:21])([CH3:19])[CH3:18].CN(C=O)C, predict the reaction product. The product is: [Si:20]([O:1][CH2:2][C:3]1([CH3:10])[CH2:8][CH2:7][C:6](=[O:9])[CH2:5][CH2:4]1)([C:17]([CH3:19])([CH3:18])[CH3:16])([CH3:22])[CH3:21].